Dataset: Reaction yield outcomes from USPTO patents with 853,638 reactions. Task: Predict the reaction yield, written as a fraction of the theoretical maximum amount of product (1.0 means a 100% yield; for example, 0.34 means a 34% yield). (1) The reactants are [Br:1][CH2:2][CH2:3][CH2:4][O:5][C:6]1[CH:10]=[C:9]([C:11]([OH:13])=O)[O:8][N:7]=1.[Cl:14][C:15]1[CH:16]=[C:17]([CH:19]=[CH:20][C:21]=1[F:22])[NH2:18].P(Cl)(Cl)(Cl)=O. The catalyst is N1C=CC=CC=1.C1(C)C=CC=CC=1. The product is [Br:1][CH2:2][CH2:3][CH2:4][O:5][C:6]1[CH:10]=[C:9]([C:11]([NH:18][C:17]2[CH:19]=[CH:20][C:21]([F:22])=[C:15]([Cl:14])[CH:16]=2)=[O:13])[O:8][N:7]=1. The yield is 0.390. (2) The reactants are O[CH2:2][C:3]1[C:4]2[CH2:5][C:6]3[C:15]4[C:10](=[CH:11][CH:12]=[CH:13][CH:14]=4)[C:9](=[O:16])[NH:8][C:7]=3[C:17]=2[CH:18]=[CH:19][CH:20]=1.P(Br)(Br)[Br:22]. The catalyst is C1COCC1. The product is [Br:22][CH2:2][C:3]1[C:4]2[CH2:5][C:6]3[C:15]4[C:10](=[CH:11][CH:12]=[CH:13][CH:14]=4)[C:9](=[O:16])[NH:8][C:7]=3[C:17]=2[CH:18]=[CH:19][CH:20]=1. The yield is 0.810. (3) The reactants are [Na+].[Cl:2][C:3]1[CH:4]=[C:5]([NH:17][C:18]2[C:27]3[C:22](=[CH:23][CH:24]=[CH:25][C:26]=3[O:28][CH2:29][C:30]([O-])=[O:31])[N:21]=[CH:20][N:19]=2)[CH:6]=[CH:7][C:8]=1[O:9][CH2:10][C:11]1[CH:16]=[CH:15][CH:14]=[CH:13][N:12]=1.CN(C(ON1N=NC2C=[CH:45][CH:46]=[N:47][C:42]1=2)=[N+](C)C)C.F[P-](F)(F)(F)(F)F.CCN(C(C)C)C(C)C.C(NC)C. No catalyst specified. The product is [Cl:2][C:3]1[CH:4]=[C:5]([NH:17][C:18]2[C:27]3[C:22](=[CH:23][CH:24]=[CH:25][C:26]=3[O:28][CH2:29][C:30]([N:47]([CH2:46][CH3:45])[CH3:42])=[O:31])[N:21]=[CH:20][N:19]=2)[CH:6]=[CH:7][C:8]=1[O:9][CH2:10][C:11]1[CH:16]=[CH:15][CH:14]=[CH:13][N:12]=1. The yield is 0.0700.